Dataset: Catalyst prediction with 721,799 reactions and 888 catalyst types from USPTO. Task: Predict which catalyst facilitates the given reaction. Reactant: CC1C=CC(S(O[CH2:12][C@@H:13]2[CH2:17][O:16][C:15]([CH3:19])([CH3:18])[O:14]2)(=O)=O)=CC=1.[C:20]([C:24]1[NH:25][C:26]2[C:31]([CH:32]=1)=[CH:30][C:29]([N+:33]([O-:35])=[O:34])=[CH:28][CH:27]=2)([CH3:23])([CH3:22])[CH3:21].C([O-])([O-])=O.[Cs+].[Cs+]. Product: [C:20]([C:24]1[N:25]([CH2:12][C@@H:13]2[CH2:17][O:16][C:15]([CH3:18])([CH3:19])[O:14]2)[C:26]2[C:31]([CH:32]=1)=[CH:30][C:29]([N+:33]([O-:35])=[O:34])=[CH:28][CH:27]=2)([CH3:23])([CH3:21])[CH3:22]. The catalyst class is: 3.